Dataset: Forward reaction prediction with 1.9M reactions from USPTO patents (1976-2016). Task: Predict the product of the given reaction. (1) Given the reactants [Cl:1][C:2]1[CH:38]=[CH:37][C:5]([CH2:6][N:7]2[C:15]3[C:14](=[O:16])[N:13]([CH2:17][CH2:18][CH2:19][O:20]C4CCCCO4)[C:12](=[O:27])[N:11]([CH3:28])[C:10]=3[N:9]=[C:8]2[O:29][C:30]2[CH:31]=[N:32][C:33]([CH3:36])=[CH:34][CH:35]=2)=[CH:4][CH:3]=1, predict the reaction product. The product is: [Cl:1][C:2]1[CH:3]=[CH:4][C:5]([CH2:6][N:7]2[C:15]3[C:14](=[O:16])[N:13]([CH2:17][CH2:18][CH2:19][OH:20])[C:12](=[O:27])[N:11]([CH3:28])[C:10]=3[N:9]=[C:8]2[O:29][C:30]2[CH:31]=[N:32][C:33]([CH3:36])=[CH:34][CH:35]=2)=[CH:37][CH:38]=1. (2) Given the reactants Cl.[CH2:2]([N:9]1[CH2:14][CH2:13][C:12](=O)[CH:11](C(OCC)=O)[CH2:10]1)[C:3]1[CH:8]=[CH:7][CH:6]=[CH:5][CH:4]=1.Cl.Cl[CH2:23][C:24]([NH2:26])=[NH:25].[CH3:27][O-:28].[Na+].[CH3:30][OH:31], predict the reaction product. The product is: [CH2:2]([N:9]1[CH2:14][CH2:13][C:12]2[C:27](=[O:28])[NH:26][C:24]([CH2:23][O:31][CH3:30])=[N:25][C:11]=2[CH2:10]1)[C:3]1[CH:4]=[CH:5][CH:6]=[CH:7][CH:8]=1.